Predict the product of the given reaction. From a dataset of Forward reaction prediction with 1.9M reactions from USPTO patents (1976-2016). (1) Given the reactants [NH:1]1[C:11]2[C:6](=[CH:7][CH:8]=[CH:9][CH:10]=2)[C:4](=O)[C:2]1=[O:3].[OH-:12].[K+].[C:14]([C:18]1[CH:23]=[CH:22][CH:21]=[CH:20][CH:19]=1)(=O)[CH2:15][CH3:16], predict the reaction product. The product is: [CH3:16][C:15]1[C:14]([C:18]2[CH:23]=[CH:22][CH:21]=[CH:20][CH:19]=2)=[N:1][C:11]2[C:6]([C:4]=1[C:2]([OH:12])=[O:3])=[CH:7][CH:8]=[CH:9][CH:10]=2. (2) Given the reactants [OH:1][C:2]1([C:21]2[CH:26]=[CH:25][CH:24]=[CH:23][N:22]=2)[CH2:7][CH2:6][CH:5]([N:8]2[CH2:12][CH2:11][C@@H:10]([NH:13]C(=O)OC(C)(C)C)[CH2:9]2)[CH2:4][CH2:3]1.[ClH:27], predict the reaction product. The product is: [ClH:27].[NH2:13][C@@H:10]1[CH2:11][CH2:12][N:8]([CH:5]2[CH2:6][CH2:7][C:2]([C:21]3[CH:26]=[CH:25][CH:24]=[CH:23][N:22]=3)([OH:1])[CH2:3][CH2:4]2)[CH2:9]1. (3) Given the reactants [C:1]([O:5][C:6](=[O:33])[NH:7][C@H:8]1[CH2:13][CH2:12][C@H:11]([C:14](=[O:32])[NH:15][C:16]2[CH:21]=[C:20]([OH:22])[CH:19]=[C:18]([O:23][C:24]3[CH:29]=[CH:28][C:27]([C:30]#[N:31])=[CH:26][CH:25]=3)[CH:17]=2)[CH2:10][CH2:9]1)([CH3:4])([CH3:3])[CH3:2].F[C:35]1[CH:36]=[CH:37][C:38]([N+:42]([O-:44])=[O:43])=[C:39]([NH2:41])[CH:40]=1, predict the reaction product. The product is: [C:1]([O:5][C:6](=[O:33])[NH:7][C@H:8]1[CH2:13][CH2:12][C@H:11]([C:14](=[O:32])[NH:15][C:16]2[CH:17]=[C:18]([O:23][C:24]3[CH:29]=[CH:28][C:27]([C:30]#[N:31])=[CH:26][CH:25]=3)[CH:19]=[C:20]([O:22][C:35]3[CH:36]=[CH:37][C:38]([N+:42]([O-:44])=[O:43])=[C:39]([NH2:41])[CH:40]=3)[CH:21]=2)[CH2:10][CH2:9]1)([CH3:4])([CH3:2])[CH3:3]. (4) Given the reactants CC(OI1(OC(C)=O)(OC(C)=O)OC(=O)C2C=CC=CC1=2)=O.ClCCl.[C:26]1([S:32]([N:35]2[C:39]3=[N:40][CH:41]=[C:42]([CH:44]4[CH2:48][O:47][C:46]([CH3:50])([CH3:49])[O:45]4)[CH:43]=[C:38]3[CH:37]=[C:36]2[CH:51]([OH:58])[CH2:52][CH:53]2[CH2:57][CH2:56][CH2:55][CH2:54]2)(=[O:34])=[O:33])[CH:31]=[CH:30][CH:29]=[CH:28][CH:27]=1, predict the reaction product. The product is: [C:26]1([S:32]([N:35]2[C:39]3=[N:40][CH:41]=[C:42]([CH:44]4[CH2:48][O:47][C:46]([CH3:49])([CH3:50])[O:45]4)[CH:43]=[C:38]3[CH:37]=[C:36]2[C:51](=[O:58])[CH2:52][CH:53]2[CH2:57][CH2:56][CH2:55][CH2:54]2)(=[O:34])=[O:33])[CH:27]=[CH:28][CH:29]=[CH:30][CH:31]=1. (5) Given the reactants C(OC([N:8]1[CH2:12][C@@H:11]([CH2:13][C@H:14]([O:18][C:19]2[CH:24]=[CH:23][C:22]([O:25][CH3:26])=[C:21]([O:27][CH2:28][CH2:29][CH2:30][O:31][CH3:32])[CH:20]=2)[CH:15]([CH3:17])[CH3:16])[C@H:10]([CH2:33][N:34]([CH:44]2[CH2:46][CH2:45]2)[C:35]([O:37][CH:38]2[CH2:43][CH2:42][O:41][CH2:40][CH2:39]2)=[O:36])[CH2:9]1)=O)(C)(C)C, predict the reaction product. The product is: [O:41]1[CH2:42][CH2:43][CH:38]([O:37][C:35](=[O:36])[N:34]([CH:44]2[CH2:46][CH2:45]2)[CH2:33][C@H:10]2[C@H:11]([CH2:13][C@H:14]([O:18][C:19]3[CH:24]=[CH:23][C:22]([O:25][CH3:26])=[C:21]([O:27][CH2:28][CH2:29][CH2:30][O:31][CH3:32])[CH:20]=3)[CH:15]([CH3:16])[CH3:17])[CH2:12][NH:8][CH2:9]2)[CH2:39][CH2:40]1. (6) Given the reactants [Br:1][C:2]1[CH:11]=[CH:10][C:5]([C:6]([O:8][CH3:9])=[O:7])=[C:4]([N+:12]([O-:14])=[O:13])[C:3]=1[OH:15].C(=O)([O-])[O-].[K+].[K+].CN(C)C=O.[CH2:27](Br)[C:28]1[CH:33]=[CH:32][CH:31]=[CH:30][CH:29]=1, predict the reaction product. The product is: [CH2:27]([O:15][C:3]1[C:4]([N+:12]([O-:14])=[O:13])=[C:5]([CH:10]=[CH:11][C:2]=1[Br:1])[C:6]([O:8][CH3:9])=[O:7])[C:28]1[CH:33]=[CH:32][CH:31]=[CH:30][CH:29]=1. (7) The product is: [OH:18][CH2:17][C@H:13]1[CH2:12][N:11]([C@@H:9]([C:6]2[CH:5]=[CH:4][C:3]([O:2][CH3:1])=[CH:8][CH:7]=2)[CH3:10])[C:15](=[O:16])[CH2:14]1. Given the reactants [CH3:1][O:2][C:3]1[CH:8]=[CH:7][C:6]([C@H:9]([N:11]2[C:15](=[O:16])[CH2:14][C@@H:13]([C:17](O)=[O:18])[CH2:12]2)[CH3:10])=[CH:5][CH:4]=1.O.CCOC(C)=O, predict the reaction product. (8) Given the reactants Cl[CH2:2][CH2:3][N:4]1[C:12]2[C:7](=[CH:8][C:9]([O:13][CH3:14])=[CH:10][CH:11]=2)[C:6]([CH:15]=[O:16])=[C:5]1[C:17]1[C:18]([CH3:24])=[N:19][N:20]([CH3:23])[C:21]=1[CH3:22].[CH3:25][N:26]1[CH2:31][CH2:30][NH:29][CH2:28][CH2:27]1, predict the reaction product. The product is: [CH3:14][O:13][C:9]1[CH:8]=[C:7]2[C:12](=[CH:11][CH:10]=1)[N:4]([CH2:3][CH2:2][N:29]1[CH2:30][CH2:31][N:26]([CH3:25])[CH2:27][CH2:28]1)[C:5]([C:17]1[C:18]([CH3:24])=[N:19][N:20]([CH3:23])[C:21]=1[CH3:22])=[C:6]2[CH:15]=[O:16]. (9) Given the reactants [Cl:1][C:2]1[CH:19]=[C:18]([F:20])[C:17]([N:21]2[C:26](=[O:27])[CH:25]=[C:24]([C:28]([F:31])([F:30])[F:29])[N:23]([CH3:32])[C:22]2=[O:33])=[CH:16][C:3]=1[O:4][C:5]1(S(C)(=O)=O)[CH2:10][CH:9]=[CH:8][NH:7][C:6]1=[O:11], predict the reaction product. The product is: [Cl:1][C:2]1[CH:19]=[C:18]([F:20])[C:17]([N:21]2[C:26](=[O:27])[CH:25]=[C:24]([C:28]([F:31])([F:30])[F:29])[N:23]([CH3:32])[C:22]2=[O:33])=[CH:16][C:3]=1[O:4][C:5]1[C:6](=[O:11])[NH:7][CH:8]=[CH:9][CH:10]=1.